This data is from HIV replication inhibition screening data with 41,000+ compounds from the AIDS Antiviral Screen. The task is: Binary Classification. Given a drug SMILES string, predict its activity (active/inactive) in a high-throughput screening assay against a specified biological target. (1) The compound is Cc1cc2c(c(=O)n1C)SCC2. The result is 0 (inactive). (2) The drug is CC(C)(C)c1cc(C(P(=O)(c2ccccc2)c2ccccc2)P(=O)(c2ccccc2)c2ccccc2)cc(C(C)(C)C)c1O. The result is 0 (inactive). (3) The molecule is C=CCCCN1CCCC(C)C1=S. The result is 0 (inactive). (4) The compound is CCCNCCCCC(NC(C)=O)C(=O)NCc1ccccc1. The result is 0 (inactive). (5) The compound is O=c1c2ccc(Cl)cc2oc2ccc(Cl)cc12. The result is 0 (inactive).